Dataset: Full USPTO retrosynthesis dataset with 1.9M reactions from patents (1976-2016). Task: Predict the reactants needed to synthesize the given product. (1) Given the product [CH3:80][O:79][C:71]1[CH:70]=[C:69]([CH:74]=[C:73]([O:75][CH3:76])[C:72]=1[O:77][CH3:78])[C:68]([N:67]([CH2:82][C:83]([CH3:91])=[CH:84][C:85]1[CH:86]=[CH:87][CH:88]=[CH:89][CH:90]=1)[CH2:66][CH2:65][C@H:61]1[CH2:62][CH2:63][CH2:64][NH:60]1)=[O:81], predict the reactants needed to synthesize it. The reactants are: C(OC(N1CCC[C@@H]1C(O)=O)=O)(C)(C)C.COC1C=C(C=C(OC)C=1OC)C(O)=O.F[B-](F)(F)F.N1(OC(N(C)C)=[N+](C)C)C2C=CC=CC=2N=N1.C(OC([N:60]1[CH2:64][CH2:63][CH2:62][CH:61]1[CH2:65][CH2:66][N:67]([CH2:82][C:83]([CH3:91])=[CH:84][C:85]1[CH:90]=[CH:89][CH:88]=[CH:87][CH:86]=1)[C:68](=[O:81])[C:69]1[CH:74]=[C:73]([O:75][CH3:76])[C:72]([O:77][CH3:78])=[C:71]([O:79][CH3:80])[CH:70]=1)=O)(C)(C)C. (2) Given the product [Cl:1][C:2]1[CH:7]=[CH:6][C:5]([NH:8][C:9]([C:11]2[CH:16]=[CH:15][C:14]([CH2:17][C:18]3[C:26]4[C:21](=[N:22][CH:23]=[CH:24][CH:25]=4)[NH:20][CH:19]=3)=[CH:13][N:12]=2)=[O:10])=[CH:4][CH:3]=1, predict the reactants needed to synthesize it. The reactants are: [Cl:1][C:2]1[CH:7]=[CH:6][C:5]([NH:8][C:9]([C:11]2[CH:16]=[CH:15][C:14]([CH:17](O)[C:18]3[C:26]4[C:21](=[N:22][CH:23]=[CH:24][CH:25]=4)[N:20]([Si](C(C)C)(C(C)C)C(C)C)[CH:19]=3)=[CH:13][N:12]=2)=[O:10])=[CH:4][CH:3]=1.FC(F)(F)C(O)=O.C([SiH](CC)CC)C. (3) The reactants are: [C:1]([NH:5][C:6]1[N:10]2[CH:11]=[C:12]([C:15]([O-:17])=[O:16])[CH:13]=[CH:14][C:9]2=[N:8][CH:7]=1)([CH3:4])([CH3:3])[CH3:2].[Na+]. Given the product [C:1]([NH:5][C:6]1[N:10]2[CH:11]=[C:12]([C:15]([OH:17])=[O:16])[CH:13]=[CH:14][C:9]2=[N:8][CH:7]=1)([CH3:4])([CH3:2])[CH3:3], predict the reactants needed to synthesize it. (4) Given the product [C:30]([O:32][C:10]([NH:9][C@@H:8]([CH2:1][C:2]1[CH:7]=[CH:6][CH:5]=[CH:4][CH:3]=1)[C@@H:12]([OH:11])[C:13]([OH:15])=[O:14])=[O:16])([CH3:18])([CH3:31])[CH3:29], predict the reactants needed to synthesize it. The reactants are: [CH2:1]([C@H:8]1[C@H:12]([C:13]([OH:15])=[O:14])[O:11][C:10](=[O:16])[NH:9]1)[C:2]1[CH:7]=[CH:6][CH:5]=[CH:4][CH:3]=1.O=[C:18]1NCC(C(O)=O)O1.[OH-].[K+].Cl.[CH3:29][CH:30]([OH:32])[CH3:31]. (5) Given the product [F:28][C:29]([F:34])([F:33])[C:30]([OH:32])=[O:31].[Cl:1][C:2]1[C:11]2[C:6](=[CH:7][C:8]([F:13])=[CH:9][C:10]=2[F:12])[N:5]=[C:4]([N:14]2[CH2:19][CH2:18][NH:17][CH2:16][CH2:15]2)[C:3]=1[CH3:27], predict the reactants needed to synthesize it. The reactants are: [Cl:1][C:2]1[C:11]2[C:6](=[CH:7][C:8]([F:13])=[CH:9][C:10]=2[F:12])[N:5]=[C:4]([N:14]2[CH2:19][CH2:18][N:17](C(OC(C)(C)C)=O)[CH2:16][CH2:15]2)[C:3]=1[CH3:27].[F:28][C:29]([F:34])([F:33])[C:30]([OH:32])=[O:31].